This data is from Forward reaction prediction with 1.9M reactions from USPTO patents (1976-2016). The task is: Predict the product of the given reaction. Given the reactants [CH:1]1([C:7]2[C:15]3[C:10](=[CH:11][C:12]([C:16]([O:18][CH3:19])=[O:17])=[CH:13][CH:14]=3)[NH:9][C:8]=2[C:20]2[CH:25]=[CH:24][C:23]([O:26][CH2:27][C:28]3[CH:33]=[CH:32][CH:31]=[CH:30][N:29]=3)=[CH:22][C:21]=2[O:34]COC)[CH2:6][CH2:5][CH2:4][CH2:3][CH2:2]1.Cl, predict the reaction product. The product is: [CH:1]1([C:7]2[C:15]3[C:10](=[CH:11][C:12]([C:16]([O:18][CH3:19])=[O:17])=[CH:13][CH:14]=3)[NH:9][C:8]=2[C:20]2[CH:25]=[CH:24][C:23]([O:26][CH2:27][C:28]3[CH:33]=[CH:32][CH:31]=[CH:30][N:29]=3)=[CH:22][C:21]=2[OH:34])[CH2:6][CH2:5][CH2:4][CH2:3][CH2:2]1.